Task: Predict the reaction yield, written as a fraction of the theoretical maximum amount of product (1.0 means a 100% yield; for example, 0.34 means a 34% yield).. Dataset: Reaction yield outcomes from USPTO patents with 853,638 reactions (1) The reactants are Cl.[CH3:2][S:3]([N:6]1[CH2:11][CH2:10][CH:9]([NH2:12])[CH2:8][CH2:7]1)(=[O:5])=[O:4].[N+:13]([C:16]1[C:17]([C:21](O)=[O:22])=[N:18][NH:19][CH:20]=1)([O-:15])=[O:14].C1C=CC2N(O)N=NC=2C=1.C(N(CC)CC)C. The catalyst is CN(C=O)C.C(Cl)CCl. The product is [CH3:2][S:3]([N:6]1[CH2:7][CH2:8][CH:9]([NH:12][C:21]([C:17]2[C:16]([N+:13]([O-:15])=[O:14])=[CH:20][NH:19][N:18]=2)=[O:22])[CH2:10][CH2:11]1)(=[O:5])=[O:4]. The yield is 0.480. (2) The reactants are Cl.[CH3:2][N:3]1[CH:7]=[C:6]([C:8]2[N:13]=[C:12]([C:14]3[CH:15]=[N:16][N:17]([C:19]4([CH2:25][C:26]#[N:27])[CH2:24][CH2:23][NH:22][CH2:21][CH2:20]4)[CH:18]=3)[N:11]3[CH:28]=[CH:29][N:30]=[C:10]3[CH:9]=2)[CH:5]=[N:4]1.[C:31](#N)C.C(N(CC)CC)C.C=O.[BH-](OC(C)=O)(OC(C)=O)OC(C)=O.[Na+]. The catalyst is C(=O)(O)[O-].[Na+].CCOC(C)=O. The product is [CH3:31][N:22]1[CH2:21][CH2:20][C:19]([CH2:25][C:26]#[N:27])([N:17]2[CH:18]=[C:14]([C:12]3[N:11]4[CH:28]=[CH:29][N:30]=[C:10]4[CH:9]=[C:8]([C:6]4[CH:5]=[N:4][N:3]([CH3:2])[CH:7]=4)[N:13]=3)[CH:15]=[N:16]2)[CH2:24][CH2:23]1. The yield is 0.160. (3) The product is [N:29]([CH2:13][CH2:12][O:11][C:8]1[CH:9]=[CH:10][C:4]2[C:3]([C:19]3[CH:24]=[CH:23][C:22]([C:25]([F:28])([F:27])[F:26])=[CH:21][CH:20]=3)=[C:2]([CH3:1])[S:6][C:5]=2[CH:7]=1)=[N+:30]=[N-:31]. The catalyst is CN(C)C=O. The yield is 0.996. The reactants are [CH3:1][C:2]1[S:6][C:5]2[CH:7]=[C:8]([O:11][CH2:12][CH2:13]OS(C)(=O)=O)[CH:9]=[CH:10][C:4]=2[C:3]=1[C:19]1[CH:24]=[CH:23][C:22]([C:25]([F:28])([F:27])[F:26])=[CH:21][CH:20]=1.[N-:29]=[N+:30]=[N-:31].[Na+]. (4) The reactants are O[C:2]1[CH:7]=[CH:6][N:5]2[N:8]=[CH:9][C:10]([C:11]([O:13][CH2:14][CH3:15])=[O:12])=[C:4]2[N:3]=1.F[P-](F)(F)(F)(F)F.N1(O[P+](N(C)C)(N(C)C)N(C)C)C2C=CC=CC=2N=N1.CCN(C(C)C)C(C)C.Cl.Cl.[F:54][C:55]1[CH:56]=[C:57]([C@H:62]2[CH2:66][CH2:65][CH2:64][NH:63]2)[C:58]([CH3:61])=[N:59][CH:60]=1. The catalyst is CN(C=O)C. The product is [F:54][C:55]1[CH:56]=[C:57]([C@H:62]2[CH2:66][CH2:65][CH2:64][N:63]2[C:2]2[CH:7]=[CH:6][N:5]3[N:8]=[CH:9][C:10]([C:11]([O:13][CH2:14][CH3:15])=[O:12])=[C:4]3[N:3]=2)[C:58]([CH3:61])=[N:59][CH:60]=1. The yield is 0.720. (5) The reactants are Br[C:2]1[N:6]2[CH2:7][CH2:8][CH2:9][C:5]2=[N:4][CH:3]=1.C([Mg]Br)(C)C.I[C:16]1[N:28]([S:29]([C:32]2[CH:38]=[CH:37][C:35]([CH3:36])=[CH:34][CH:33]=2)(=[O:31])=[O:30])[C:19]2=[N:20][CH:21]=[C:22]3[CH:26]=[N:25][N:24]([CH3:27])[C:23]3=[C:18]2[CH:17]=1.O. The catalyst is C1COCC1.CN(C=O)C.[Cl-].[Zn+2].[Cl-].C1C=CC([P]([Pd]([P](C2C=CC=CC=2)(C2C=CC=CC=2)C2C=CC=CC=2)([P](C2C=CC=CC=2)(C2C=CC=CC=2)C2C=CC=CC=2)[P](C2C=CC=CC=2)(C2C=CC=CC=2)C2C=CC=CC=2)(C2C=CC=CC=2)C2C=CC=CC=2)=CC=1. The product is [N:4]1[CH:3]=[C:2]([C:16]2[N:28]([S:29]([C:32]3[CH:38]=[CH:37][C:35]([CH3:36])=[CH:34][CH:33]=3)(=[O:31])=[O:30])[C:19]3=[N:20][CH:21]=[C:22]4[CH:26]=[N:25][N:24]([CH3:27])[C:23]4=[C:18]3[CH:17]=2)[N:6]2[CH2:7][CH2:8][CH2:9][C:5]=12. The yield is 1.00. (6) The reactants are C(OC(C)C)(=O)[C@H]([C@@H](C(OC(C)C)=O)O)[OH:3].[CH2:17]([OH:24])/[CH:18]=[CH:19]/[CH2:20][CH2:21][CH2:22][CH3:23].C(OO)(C)(C)C.C(O)(=O)[C@@H]([C@H](C(O)=O)O)O. The catalyst is CC(C)[O-].CC(C)[O-].CC(C)[O-].CC(C)[O-].[Ti+4].O.O.O.O.O.O.O.S([O-])([O-])(=O)=O.[Fe+3].S([O-])([O-])(=O)=O.S([O-])([O-])(=O)=O.[Fe+3].C1(C)C=CC=CC=1.ClCCl. The product is [CH2:20]([C@H:19]1[O:3][C@@H:18]1[CH2:17][OH:24])[CH2:21][CH2:22][CH3:23]. The yield is 0.762. (7) The reactants are C1(P(=[CH:20][C:21]([O:23][CH2:24][C:25]2[CH:30]=[CH:29][CH:28]=[CH:27][CH:26]=2)=[O:22])(C2C=CC=CC=2)C2C=CC=CC=2)C=CC=CC=1.[CH3:31][N:32]1[CH:36]=[CH:35][CH:34]=[C:33]1[CH:37]=O. The catalyst is C(Cl)Cl. The product is [CH2:24]([O:23][C:21](=[O:22])[CH:20]=[CH:37][C:33]1[N:32]([CH3:31])[CH:36]=[CH:35][CH:34]=1)[C:25]1[CH:26]=[CH:27][CH:28]=[CH:29][CH:30]=1. The yield is 0.930. (8) The reactants are Br[C:2]1[CH:7]=[CH:6][C:5]([NH:8][C:9]2[O:10][C:11]3[CH:17]=[CH:16][CH:15]=[CH:14][C:12]=3[N:13]=2)=[C:4]([F:18])[CH:3]=1.[B:19]1([B:19]2[O:23][C:22]([CH3:25])([CH3:24])[C:21]([CH3:27])([CH3:26])[O:20]2)[O:23][C:22]([CH3:25])([CH3:24])[C:21]([CH3:27])([CH3:26])[O:20]1.C([O-])(=O)C.[K+].ClCCl. The catalyst is CN(C)C=O.C1C=CC(P(C2C=CC=CC=2)[C-]2C=CC=C2)=CC=1.C1C=CC(P(C2C=CC=CC=2)[C-]2C=CC=C2)=CC=1.Cl[Pd]Cl.[Fe+2]. The product is [F:18][C:4]1[CH:3]=[C:2]([B:19]2[O:23][C:22]([CH3:25])([CH3:24])[C:21]([CH3:27])([CH3:26])[O:20]2)[CH:7]=[CH:6][C:5]=1[NH:8][C:9]1[O:10][C:11]2[CH:17]=[CH:16][CH:15]=[CH:14][C:12]=2[N:13]=1. The yield is 0.560. (9) The catalyst is C(O)(C)C. The reactants are [NH2:1][C:2]1[C:3]([O:26][CH3:27])=[CH:4][C:5]2[CH2:11][N:10]([CH2:12][C:13]([N:15]([CH3:17])[CH3:16])=[O:14])[CH2:9][C:8](=[O:18])[N:7]([CH2:19][C:20](=[O:24])[N:21]([CH3:23])[CH3:22])[C:6]=2[CH:25]=1.Cl[C:29]1[N:34]=[C:33]([NH:35][C:36]2[CH:41]=[CH:40][CH:39]=[CH:38][C:37]=2[S:42]([N:45]([CH3:47])[CH3:46])(=[O:44])=[O:43])[C:32]([Cl:48])=[CH:31][N:30]=1.C12(CS(O)(=O)=O)C(C)(C)C(CC1)CC2=O. The product is [Cl:48][C:32]1[C:33]([NH:35][C:36]2[CH:41]=[CH:40][CH:39]=[CH:38][C:37]=2[S:42](=[O:44])(=[O:43])[N:45]([CH3:46])[CH3:47])=[N:34][C:29]([NH:1][C:2]2[C:3]([O:26][CH3:27])=[CH:4][C:5]3[CH2:11][N:10]([CH2:12][C:13]([N:15]([CH3:17])[CH3:16])=[O:14])[CH2:9][C:8](=[O:18])[N:7]([CH2:19][C:20](=[O:24])[N:21]([CH3:22])[CH3:23])[C:6]=3[CH:25]=2)=[N:30][CH:31]=1. The yield is 0.290. (10) The catalyst is C1COCC1. The reactants are CO.[Li+].[BH4-].C([O:7][C:8]([C:10]1[CH:11]=[C:12]2[CH2:17][CH2:16][CH2:15][N:13]2[N:14]=1)=O)C. The yield is 0.780. The product is [N:14]1[N:13]2[CH2:15][CH2:16][CH2:17][C:12]2=[CH:11][C:10]=1[CH2:8][OH:7].